Task: Predict the reaction yield, written as a fraction of the theoretical maximum amount of product (1.0 means a 100% yield; for example, 0.34 means a 34% yield).. Dataset: Reaction yield outcomes from USPTO patents with 853,638 reactions (1) The reactants are C1N=CN(C(N2C=NC=C2)=O)C=1.[NH2:13][C:14]1[C:22]([Cl:23])=[CH:21][C:17]([C:18]([OH:20])=[O:19])=[C:16]([O:24][CH3:25])[CH:15]=1.[CH:26]1([CH2:32][N:33]2[CH2:38][CH2:37][CH:36]([CH2:39]O)[CH2:35][CH2:34]2)[CH2:31][CH2:30][CH2:29][CH2:28][CH2:27]1.[H-].[Na+]. The catalyst is CCOC(C)=O.C1COCC1. The product is [NH2:13][C:14]1[C:22]([Cl:23])=[CH:21][C:17]([C:18]([O:20][CH2:39][CH:36]2[CH2:37][CH2:38][N:33]([CH2:32][CH:26]3[CH2:31][CH2:30][CH2:29][CH2:28][CH2:27]3)[CH2:34][CH2:35]2)=[O:19])=[C:16]([O:24][CH3:25])[CH:15]=1. The yield is 0.310. (2) The reactants are [NH:1]1[C:9]2[C:4](=[CH:5][CH:6]=[CH:7][N:8]=2)[CH:3]=[CH:2]1.[Al+3].[Cl-].[Cl-].[Cl-].[F:14][C:15]1[C:20]([F:21])=[CH:19][CH:18]=[CH:17][C:16]=1[CH2:22][C:23](Cl)=[O:24]. The catalyst is C(Cl)Cl. The product is [F:14][C:15]1[C:20]([F:21])=[CH:19][CH:18]=[CH:17][C:16]=1[CH2:22][C:23]([C:3]1[C:4]2[C:9](=[N:8][CH:7]=[CH:6][CH:5]=2)[NH:1][CH:2]=1)=[O:24]. The yield is 0.130.